From a dataset of Reaction yield outcomes from USPTO patents with 853,638 reactions. Predict the reaction yield, written as a fraction of the theoretical maximum amount of product (1.0 means a 100% yield; for example, 0.34 means a 34% yield). (1) The reactants are [CH3:1][O:2][C:3]1[CH:4]=[C:5]([CH:8]=[CH:9][C:10]=1[O:11][CH2:12][C:13]1[N:14]=[C:15]([C:19]2[CH:24]=[CH:23][CH:22]=[C:21]([N+:25]([O-:27])=[O:26])[CH:20]=2)[O:16][C:17]=1[CH3:18])[CH:6]=[O:7].C(O)C.[BH4-].[Na+].O. The catalyst is O1CCCC1. The product is [CH3:1][O:2][C:3]1[CH:4]=[C:5]([CH2:6][OH:7])[CH:8]=[CH:9][C:10]=1[O:11][CH2:12][C:13]1[N:14]=[C:15]([C:19]2[CH:24]=[CH:23][CH:22]=[C:21]([N+:25]([O-:27])=[O:26])[CH:20]=2)[O:16][C:17]=1[CH3:18]. The yield is 0.780. (2) The reactants are [F:1][C:2]1[N:3]=[CH:4][C:5]2[C:10]([CH:11]=1)=[CH:9][C:8]([C:12]1[S:16][C:15]([NH:17][C:18](=O)OC(C)(C)C)=[N:14][N:13]=1)=[CH:7][CH:6]=2.C(=O)([O-])[O-].[Cs+].[Cs+].[F:31][C:32]([F:55])([F:54])[C:33]1[CH:53]=[CH:52][C:36]([CH2:37][C@H:38]2COS(=O)(=O)[N:39]2[C:45]([O:47][C:48]([CH3:51])([CH3:50])[CH3:49])=[O:46])=[CH:35][CH:34]=1.C(OC(N[C@@H](CC1C=NC(C(F)(F)F)=CC=1)CN1N=C(C2C=C3C(=CC=2)C=NC(F)=C3)S/C/1=N\C(=O)OC(C)(C)C)=O)(C)(C)C.[Cl-].[Li+].[NH4+].[Cl-]. The catalyst is CN(C=O)C.CS(C)=O.O. The product is [F:1][C:2]1[N:3]=[CH:4][C:5]2[C:10]([CH:11]=1)=[CH:9][C:8]([C:12]1[S:16][C:15]([NH:17][CH2:18][C@@H:38]([NH:39][C:45](=[O:46])[O:47][C:48]([CH3:50])([CH3:49])[CH3:51])[CH2:37][C:36]3[CH:35]=[CH:34][C:33]([C:32]([F:55])([F:54])[F:31])=[CH:53][CH:52]=3)=[N:14][N:13]=1)=[CH:7][CH:6]=2. The yield is 0.300. (3) The reactants are Br[C:2]1[CH:3]=[N:4][CH:5]=[C:6]([C:8]#[C:9][CH3:10])[CH:7]=1.CC1CCCO1.[B:17](OC(C)C)([O:22]C(C)C)[O:18]C(C)C.[Li]CCCC.Cl. The catalyst is C1(C)C=CC=CC=1. The product is [C:8]([C:6]1[CH:7]=[C:2]([B:17]([OH:22])[OH:18])[CH:3]=[N:4][CH:5]=1)#[C:9][CH3:10]. The yield is 0.870. (4) The reactants are N1C2C(=[CH:5][CH:6]=[C:7]([C:10]([OH:12])=[O:11])[CH:8]=2)C=C1.Cl[N:14]1[C:18](=O)[CH2:17][CH2:16][C:15]1=O.[Cl:21]CCl. The catalyst is CN(C=O)C. The product is [Cl:21][C:16]1[C:17]2[C:18](=[CH:5][CH:6]=[C:7]([C:10]([OH:12])=[O:11])[CH:8]=2)[NH:14][CH:15]=1. The yield is 0.950. (5) The reactants are [N-:1]=[N+:2]=[N-:3].[Na+].[C:5]([CH:12]([NH2:16])[CH2:13][CH2:14]Br)([O:7][C:8]([CH3:11])([CH3:10])[CH3:9])=[O:6]. The catalyst is CCCCCCCC[N+](CCCCCCCC)(CCCCCCCC)C.[Cl-].C1(C)C=CC=CC=1. The product is [C:5]([CH:12]([NH2:16])[CH2:13][CH2:14][N:1]=[N+:2]=[N-:3])([O:7][C:8]([CH3:10])([CH3:11])[CH3:9])=[O:6]. The yield is 0.850.